From a dataset of Peptide-MHC class II binding affinity with 134,281 pairs from IEDB. Regression. Given a peptide amino acid sequence and an MHC pseudo amino acid sequence, predict their binding affinity value. This is MHC class II binding data. (1) The peptide sequence is NKYLEEHPSAGKDPK. The MHC is DRB1_0101 with pseudo-sequence DRB1_0101. The binding affinity (normalized) is 0.386. (2) The peptide sequence is EKKYFAATQTEPLAA. The MHC is HLA-DPA10103-DPB10401 with pseudo-sequence HLA-DPA10103-DPB10401. The binding affinity (normalized) is 0.418. (3) The peptide sequence is RTGPAGAAGARGND. The MHC is HLA-DQA10302-DQB10401 with pseudo-sequence HLA-DQA10303-DQB10402. The binding affinity (normalized) is 0. (4) The peptide sequence is PATPAAPGAGYTPAT. The MHC is DRB1_1101 with pseudo-sequence DRB1_1101. The binding affinity (normalized) is 0.0473. (5) The peptide sequence is GQCQVGVGQAR. The MHC is HLA-DQA10102-DQB10602 with pseudo-sequence HLA-DQA10102-DQB10602. The binding affinity (normalized) is 0.